From a dataset of Reaction yield outcomes from USPTO patents with 853,638 reactions. Predict the reaction yield, written as a fraction of the theoretical maximum amount of product (1.0 means a 100% yield; for example, 0.34 means a 34% yield). The reactants are C(OC([NH:8][C@H:9]1[CH2:15][CH2:14][CH2:13][CH2:12][N:11]([CH2:16][C:17]([O:19][CH3:20])=[O:18])[C:10]1=[O:21])=O)(C)(C)C.Cl. The catalyst is O1CCOCC1. The product is [NH2:8][C@H:9]1[CH2:15][CH2:14][CH2:13][CH2:12][N:11]([CH2:16][C:17]([O:19][CH3:20])=[O:18])[C:10]1=[O:21]. The yield is 0.900.